From a dataset of Reaction yield outcomes from USPTO patents with 853,638 reactions. Predict the reaction yield, written as a fraction of the theoretical maximum amount of product (1.0 means a 100% yield; for example, 0.34 means a 34% yield). (1) The reactants are [OH:1][B:2]1[C:6]2[CH:7]=[CH:8][C:9]([CH:11]=O)=[CH:10][C:5]=2[CH2:4][O:3]1.[CH3:13][C:14]1(C)[O:19]C(=O)CC(=O)[O:15]1.[OH-].[Na+]. No catalyst specified. The product is [OH:1][B:2]1[C:6]2[CH:7]=[CH:8][C:9]([CH2:11][CH2:13][C:14]([OH:19])=[O:15])=[CH:10][C:5]=2[CH2:4][O:3]1. The yield is 0.145. (2) The reactants are [F:1][C:2]([F:11])([F:10])[C:3]1[CH:4]=[C:5]([CH:7]=[CH:8][CH:9]=1)[NH2:6].[N:12]([O-])=O.[Na+].[C:16]([CH2:20][C:21]([O:23][CH3:24])=[O:22])(=[O:19])[CH2:17][CH3:18].C([O-])(=O)C.[Na+]. The catalyst is Cl.O.C(O)C. The product is [O:19]=[C:16]([CH2:17][CH3:18])[C:20](=[N:12][NH:6][C:5]1[CH:7]=[CH:8][CH:9]=[C:3]([C:2]([F:10])([F:11])[F:1])[CH:4]=1)[C:21]([O:23][CH3:24])=[O:22]. The yield is 0.930. (3) The reactants are Cl[C:2]1[CH:7]=[C:6]([Cl:8])[N:5]=[CH:4][N:3]=1.[N:9]1([C:15]([O:17][C:18]([CH3:21])([CH3:20])[CH3:19])=[O:16])[CH2:14][CH2:13][NH:12][CH2:11][CH2:10]1.CC(C)([O-])C.[Na+].C1(C)C=CC=CC=1. The catalyst is C1(P(C2C=CC=CC=2)C2C3OC4C(=CC=CC=4P(C4C=CC=CC=4)C4C=CC=CC=4)C(C)(C)C=3C=CC=2)C=CC=CC=1.O. The product is [Cl:8][C:6]1[N:5]=[CH:4][N:3]=[C:2]([N:12]2[CH2:11][CH2:10][N:9]([C:15]([O:17][C:18]([CH3:21])([CH3:20])[CH3:19])=[O:16])[CH2:14][CH2:13]2)[CH:7]=1. The yield is 0.720. (4) The reactants are [CH3:1][C:2]1([CH3:21])[O:7][C:6]2[CH:8]=[CH:9][CH:10]=[C:11](OS(C(F)(F)F)(=O)=O)[C:5]=2[C:4](=[O:20])[O:3]1.[CH2:22]([Sn](CCCC)(CCCC)C=C)[CH2:23]CC.[Cl-].[Li+].C(N(CC)CC)C. The catalyst is O1CCOCC1.C1C=CC([P]([Pd]([P](C2C=CC=CC=2)(C2C=CC=CC=2)C2C=CC=CC=2)([P](C2C=CC=CC=2)(C2C=CC=CC=2)C2C=CC=CC=2)[P](C2C=CC=CC=2)(C2C=CC=CC=2)C2C=CC=CC=2)(C2C=CC=CC=2)C2C=CC=CC=2)=CC=1. The product is [CH:22]([C:11]1[C:5]2[C:4](=[O:20])[O:3][C:2]([CH3:21])([CH3:1])[O:7][C:6]=2[CH:8]=[CH:9][CH:10]=1)=[CH2:23]. The yield is 0.810. (5) The reactants are C1(P(C2C=CC=CC=2)C2C=CC=CC=2)C=CC=CC=1.BrN1C(=O)CCC1=O.[CH:28]([N:31]1[C:39]2[C:34](=[CH:35][CH:36]=[C:37]([C:40]([F:43])([F:42])[F:41])[CH:38]=2)[C:33]([C:44]([OH:46])=O)=[CH:32]1)([CH3:30])[CH3:29].[NH2:47][C:48]1[S:49][CH:50]=[CH:51][N:52]=1. The yield is 0.110. The product is [S:49]1[CH:50]=[CH:51][N:52]=[C:48]1[NH:47][C:44]([C:33]1[C:34]2[C:39](=[CH:38][C:37]([C:40]([F:42])([F:43])[F:41])=[CH:36][CH:35]=2)[N:31]([CH:28]([CH3:30])[CH3:29])[CH:32]=1)=[O:46]. The catalyst is C(Cl)Cl. (6) The reactants are [CH3:1][O:2][C:3]([C:5]1[C:10](Br)=[C:9]([NH2:12])[N:8]=[C:7]([C:13]2[CH:18]=[CH:17][C:16]([Cl:19])=[C:15]([O:20][CH3:21])[C:14]=2[F:22])[N:6]=1)=[O:4].[CH2:23]([Sn](CCCC)(CCCC)C=C)[CH2:24]CC. The catalyst is ClCCCl.Cl[Pd](Cl)([P](C1C=CC=CC=1)(C1C=CC=CC=1)C1C=CC=CC=1)[P](C1C=CC=CC=1)(C1C=CC=CC=1)C1C=CC=CC=1. The product is [CH3:1][O:2][C:3]([C:5]1[C:10]([CH:23]=[CH2:24])=[C:9]([NH2:12])[N:8]=[C:7]([C:13]2[CH:18]=[CH:17][C:16]([Cl:19])=[C:15]([O:20][CH3:21])[C:14]=2[F:22])[N:6]=1)=[O:4]. The yield is 0.820. (7) The reactants are [NH2:1][N:2]1[C:11]2[C:6](=[CH:7][CH:8]=[CH:9][CH:10]=2)[C:5]([OH:12])=[C:4]([C:13]2[NH:18][C:17]3[CH:19]=[CH:20][C:21]([O:23][CH2:24][C:25]4[CH:30]=[CH:29][CH:28]=[CH:27][CH:26]=4)=[CH:22][C:16]=3[S:15](=[O:32])(=[O:31])[N:14]=2)[C:3]1=[O:33]. The catalyst is CN(C)C(=O)C. The product is [CH2:24]([O:23][C:21]1[CH:20]=[CH:19][C:17]2[NH:18][C:13]([C:4]3[C:3](=[O:33])[N:2]([N:1]=[CH:3][CH:4]([CH3:13])[CH3:5])[C:11]4[C:6]([C:5]=3[OH:12])=[CH:7][CH:8]=[CH:9][CH:10]=4)=[N:14][S:15](=[O:32])(=[O:31])[C:16]=2[CH:22]=1)[C:25]1[CH:26]=[CH:27][CH:28]=[CH:29][CH:30]=1. The yield is 0.840.